This data is from Reaction yield outcomes from USPTO patents with 853,638 reactions. The task is: Predict the reaction yield, written as a fraction of the theoretical maximum amount of product (1.0 means a 100% yield; for example, 0.34 means a 34% yield). (1) The reactants are Cl[CH2:2][C:3]([N:5]1[CH2:10][CH:9]([CH3:11])[N:8]([CH2:12][C:13]2[CH:18]=[CH:17][C:16]([F:19])=[CH:15][CH:14]=2)[CH2:7][CH:6]1[CH3:20])=[O:4].[Cl:21][C:22]1[CH:29]=[C:26]([CH:27]=[O:28])[C:25]([OH:30])=[CH:24][CH:23]=1.C(=O)([O-])[O-].[K+].[K+].[I-].[K+]. The catalyst is CN(C=O)C. The product is [Cl:21][C:22]1[CH:23]=[CH:24][C:25]([O:30][CH2:2][C:3]([N:5]2[CH2:10][C@H:9]([CH3:11])[N:8]([CH2:12][C:13]3[CH:18]=[CH:17][C:16]([F:19])=[CH:15][CH:14]=3)[CH2:7][C@H:6]2[CH3:20])=[O:4])=[C:26]([CH:29]=1)[CH:27]=[O:28]. The yield is 0.850. (2) The reactants are Cl[C:2]1[N:7]=[C:6]([C:8]2[N:12]3[CH:13]=[CH:14][CH:15]=[CH:16][C:11]3=[N:10][C:9]=2[C:17]2[CH:18]=[C:19]([CH:31]=[CH:32][CH:33]=2)[C:20]([NH:22][C:23]2[C:28]([F:29])=[CH:27][CH:26]=[CH:25][C:24]=2[F:30])=[O:21])[CH:5]=[CH:4][N:3]=1.[CH3:34][CH2:35][O:36][C:37]1[CH:43]=[C:42]([CH:44]2[CH2:49][CH2:48][N:47]([CH2:50][CH2:51][CH3:52])[CH2:46][CH2:45]2)[CH:41]=[CH:40][C:38]=1[NH2:39].C1(C)C=CC(S(O)(=O)=O)=CC=1.C[O-].[Na+]. The catalyst is C(Cl)Cl.CC(O)C. The product is [F:30][C:24]1[CH:25]=[CH:26][CH:27]=[C:28]([F:29])[C:23]=1[NH:22][C:20](=[O:21])[C:19]1[CH:31]=[CH:32][CH:33]=[C:17]([C:9]2[N:10]=[C:11]3[CH:16]=[CH:15][CH:14]=[CH:13][N:12]3[C:8]=2[C:6]2[CH:5]=[CH:4][N:3]=[C:2]([NH:39][C:38]3[CH:40]=[CH:41][C:42]([CH:44]4[CH2:45][CH2:46][N:47]([CH2:50][CH2:51][CH3:52])[CH2:48][CH2:49]4)=[CH:43][C:37]=3[O:36][CH2:35][CH3:34])[N:7]=2)[CH:18]=1. The yield is 0.240. (3) The reactants are CON(C)[C:4]([C:6]1[C:11](=[O:12])[CH:10]=[CH:9][N:8]([C:13]2[CH:18]=[CH:17][CH:16]=[C:15]([C:19]([F:22])([F:21])[F:20])[CH:14]=2)[N:7]=1)=[O:5].[CH3:24][CH2:25][Mg+].[Br-]. The catalyst is C1COCC1. The product is [C:4]([C:6]1[C:11](=[O:12])[CH:10]=[CH:9][N:8]([C:13]2[CH:18]=[CH:17][CH:16]=[C:15]([C:19]([F:20])([F:21])[F:22])[CH:14]=2)[N:7]=1)(=[O:5])[CH2:24][CH3:25]. The yield is 0.740. (4) The yield is 0.0700. The reactants are O[C:2]([C@H:5]1[CH2:9][O:8][C:7]([CH3:11])([CH3:10])[N:6]1[C:12]([O:14][C:15]([CH3:18])([CH3:17])[CH3:16])=[O:13])([CH3:4])[CH3:3].C(N(S(F)(F)[F:25])CC)C. The product is [F:25][C:2]([C@H:5]1[CH2:9][O:8][C:7]([CH3:11])([CH3:10])[N:6]1[C:12]([O:14][C:15]([CH3:18])([CH3:17])[CH3:16])=[O:13])([CH3:4])[CH3:3]. The catalyst is C(Cl)Cl. (5) The reactants are [C:1]([NH:9][CH:10]([C:16]#[N:17])[C:11]([O:13][CH2:14][CH3:15])=[O:12])(=O)[C:2]1[CH:7]=[CH:6][CH:5]=[CH:4][CH:3]=1.COC1C=CC(P2(SP(C3C=CC(OC)=CC=3)(=S)S2)=[S:27])=CC=1. The catalyst is N1C=CC=CC=1. The product is [NH2:17][C:16]1[S:27][C:1]([C:2]2[CH:7]=[CH:6][CH:5]=[CH:4][CH:3]=2)=[N:9][C:10]=1[C:11]([O:13][CH2:14][CH3:15])=[O:12]. The yield is 0.400. (6) The catalyst is C1(C)C=CC=CC=1.C1C=CC(/C=C/C(/C=C/C2C=CC=CC=2)=O)=CC=1.C1C=CC(/C=C/C(/C=C/C2C=CC=CC=2)=O)=CC=1.C1C=CC(/C=C/C(/C=C/C2C=CC=CC=2)=O)=CC=1.[Pd].[Pd]. The product is [CH2:27]([C:7]1[CH:6]=[C:5]([C:1]([CH3:4])([CH3:3])[CH3:2])[CH:10]=[C:9]([C:11]([CH3:14])([CH3:13])[CH3:12])[CH:8]=1)[CH:26]=[CH2:25]. The reactants are [C:1]([C:5]1[CH:6]=[C:7](B(O)O)[CH:8]=[C:9]([C:11]([CH3:14])([CH3:13])[CH3:12])[CH:10]=1)([CH3:4])([CH3:3])[CH3:2].C([O-])([O-])=O.[K+].[K+].Br[CH2:25][CH:26]=[CH2:27]. The yield is 0.620. (7) The reactants are Br[C:2]1[C:7]([Cl:8])=[CH:6][C:5]([NH:9][C:10]2[N:14]=[C:13]([NH2:15])[NH:12][N:11]=2)=[CH:4][C:3]=1[Cl:16].CC1(C)C(C)(C)OB([C:25]2[CH:44]=[CH:43][C:28]([O:29][CH:30]3[CH2:35][CH2:34][N:33]([C:36]([O:38][C:39]([CH3:42])([CH3:41])[CH3:40])=[O:37])[CH2:32][CH2:31]3)=[CH:27][CH:26]=2)O1.O1CCOCC1.O.C(=O)([O-])[O-].[K+].[K+]. The catalyst is [Pd].C1(P(C2C=CC=CC=2)C2C=CC=CC=2)C=CC=CC=1.C1(P(C2C=CC=CC=2)C2C=CC=CC=2)C=CC=CC=1.C1(P(C2C=CC=CC=2)C2C=CC=CC=2)C=CC=CC=1.C1(P(C2C=CC=CC=2)C2C=CC=CC=2)C=CC=CC=1.C(Cl)Cl.CO. The product is [C:39]([O:38][C:36]([N:33]1[CH2:32][CH2:31][CH:30]([O:29][C:28]2[CH:43]=[CH:44][C:25]([C:2]3[C:7]([Cl:8])=[CH:6][C:5]([NH:9][C:10]4[N:14]=[C:13]([NH2:15])[NH:12][N:11]=4)=[CH:4][C:3]=3[Cl:16])=[CH:26][CH:27]=2)[CH2:35][CH2:34]1)=[O:37])([CH3:42])([CH3:40])[CH3:41]. The yield is 0.140. (8) The reactants are [CH:1]1([N:6]2[CH2:11][CH2:10][N:9]([C:12]([C:14]3[CH:15]=[C:16]4[C:20](=[CH:21][CH:22]=3)[NH:19][C:18]([C:23]([N:25]3[CH2:30][CH2:29][S:28](=[O:32])(=[O:31])[CH2:27][CH2:26]3)=[O:24])=[CH:17]4)=[O:13])[CH2:8][CH2:7]2)[CH2:5][CH2:4][CH2:3][CH2:2]1.[H-].[Na+].Br[CH:36]([CH3:38])[CH3:37]. The product is [CH:1]1([N:6]2[CH2:7][CH2:8][N:9]([C:12]([C:14]3[CH:15]=[C:16]4[C:20](=[CH:21][CH:22]=3)[N:19]([CH:36]([CH3:38])[CH3:37])[C:18]([C:23]([N:25]3[CH2:30][CH2:29][S:28](=[O:31])(=[O:32])[CH2:27][CH2:26]3)=[O:24])=[CH:17]4)=[O:13])[CH2:10][CH2:11]2)[CH2:2][CH2:3][CH2:4][CH2:5]1. The yield is 0.330. The catalyst is CN(C)C=O. (9) The catalyst is S([O-])(O)(=O)=O.C([N+](CCCC)(CCCC)CCCC)CCC.O.COC(C)(C)C. The reactants are [NH2:1][C:2]1[CH:7]=[CH:6][CH:5]=[CH:4][CH:3]=1.S(S([O-])=O)([O-])=O.[Na+].[Na+].C(=O)([O-])O.[Na+].[F:21][C:22]([F:31])([F:30])[C:23](I)([F:28])[C:24]([F:27])([F:26])[F:25]. The yield is 0.710. The product is [F:28][C:23]([C:5]1[CH:6]=[CH:7][C:2]([NH2:1])=[CH:3][CH:4]=1)([C:24]([F:27])([F:26])[F:25])[C:22]([F:31])([F:30])[F:21]. (10) The reactants are [C:1]([C:4]1[C:5](=[O:19])[N:6]([C:12]2[CH:17]=[CH:16][CH:15]=[CH:14][C:13]=2[Cl:18])[C:7]([CH3:11])=[CH:8][C:9]=1[OH:10])(=[O:3])[CH3:2].[CH2:20](Br)[C:21]1[CH:26]=[CH:25][CH:24]=[CH:23][CH:22]=1. The catalyst is CN(C=O)C.C(=O)([O-])[O-].[K+].[K+]. The product is [C:1]([C:4]1[C:5](=[O:19])[N:6]([C:12]2[CH:17]=[CH:16][CH:15]=[CH:14][C:13]=2[Cl:18])[C:7]([CH3:11])=[CH:8][C:9]=1[O:10][CH2:20][C:21]1[CH:26]=[CH:25][CH:24]=[CH:23][CH:22]=1)(=[O:3])[CH3:2]. The yield is 0.750.